This data is from Reaction yield outcomes from USPTO patents with 853,638 reactions. The task is: Predict the reaction yield, written as a fraction of the theoretical maximum amount of product (1.0 means a 100% yield; for example, 0.34 means a 34% yield). (1) The reactants are O[CH:2]([CH:34]([CH3:36])[CH3:35])[CH2:3][S:4]([C:7]1[CH:12]=[CH:11][C:10]([C:13]2[CH:18]=[CH:17][CH:16]=[C:15]([CH2:19][NH:20][C:21]([C:23]3[NH:32][C:31](=[O:33])[C:30]4[C:25](=[CH:26][CH:27]=[CH:28][CH:29]=4)[N:24]=3)=[O:22])[CH:14]=2)=[CH:9][CH:8]=1)(=[O:6])=[O:5].C(N(CC)CC)C.CS(Cl)(=O)=O. The catalyst is C1COCC1.C(OCC)(=O)C. The product is [CH3:35][CH:34]([CH3:36])/[CH:2]=[CH:3]/[S:4]([C:7]1[CH:8]=[CH:9][C:10]([C:13]2[CH:18]=[CH:17][CH:16]=[C:15]([CH2:19][NH:20][C:21]([C:23]3[NH:32][C:31](=[O:33])[C:30]4[C:25](=[CH:26][CH:27]=[CH:28][CH:29]=4)[N:24]=3)=[O:22])[CH:14]=2)=[CH:11][CH:12]=1)(=[O:5])=[O:6]. The yield is 0.760. (2) The reactants are ClCCl.[F:4][C:5]1[C:17]([N:18]2[C:22](=[O:23])[N:21]([CH3:24])[C:20]([CH3:25])=[N:19]2)=[CH:16][C:8]2[N:9]=[C:10]([S:12][CH2:13][CH2:14][CH3:15])[S:11][C:7]=2[CH:6]=1.ClC1C=C(C=CC=1)C(OO)=[O:31].[OH2:37]. No catalyst specified. The product is [F:4][C:5]1[C:17]([N:18]2[C:22](=[O:23])[N:21]([CH3:24])[C:20]([CH3:25])=[N:19]2)=[CH:16][C:8]2[N:9]=[C:10]([S:12]([CH2:13][CH2:14][CH3:15])(=[O:31])=[O:37])[S:11][C:7]=2[CH:6]=1. The yield is 0.950.